From a dataset of Peptide-MHC class I binding affinity with 185,985 pairs from IEDB/IMGT. Regression. Given a peptide amino acid sequence and an MHC pseudo amino acid sequence, predict their binding affinity value. This is MHC class I binding data. (1) The peptide sequence is AEQSRIFEEL. The MHC is HLA-B18:01 with pseudo-sequence HLA-B18:01. The binding affinity (normalized) is 0.0810. (2) The peptide sequence is RQSSGSSSSGF. The MHC is HLA-A11:01 with pseudo-sequence HLA-A11:01. The binding affinity (normalized) is 0.0847. (3) The peptide sequence is YLAENTFVV. The MHC is HLA-A02:06 with pseudo-sequence HLA-A02:06. The binding affinity (normalized) is 1.00.